Dataset: Reaction yield outcomes from USPTO patents with 853,638 reactions. Task: Predict the reaction yield, written as a fraction of the theoretical maximum amount of product (1.0 means a 100% yield; for example, 0.34 means a 34% yield). The product is [C:1]([OH:12])(=[O:11])[CH2:2][CH2:3][CH2:4][CH2:5][CH2:6][CH2:7][C:8]([OH:10])=[O:9]. The catalyst is [Pd].C(O)C. The yield is 0.680. The reactants are [C:1]([OH:12])(=[O:11])[CH2:2][CH2:3][C:4]#[C:5][CH2:6][CH2:7][C:8]([OH:10])=[O:9].